Dataset: Peptide-MHC class I binding affinity with 185,985 pairs from IEDB/IMGT. Task: Regression. Given a peptide amino acid sequence and an MHC pseudo amino acid sequence, predict their binding affinity value. This is MHC class I binding data. (1) The peptide sequence is PLKVKDIPF. The MHC is HLA-B07:02 with pseudo-sequence HLA-B07:02. The binding affinity (normalized) is 0.0847. (2) The peptide sequence is TVYGLGADV. The binding affinity (normalized) is 0.0847. The MHC is HLA-A80:01 with pseudo-sequence HLA-A80:01. (3) The peptide sequence is FSDARLAKL. The MHC is HLA-B58:01 with pseudo-sequence HLA-B58:01. The binding affinity (normalized) is 0.0847. (4) The peptide sequence is ANFPGLAKV. The MHC is HLA-A31:01 with pseudo-sequence HLA-A31:01. The binding affinity (normalized) is 0.360. (5) The peptide sequence is LQDDFDFNY. The MHC is HLA-A25:01 with pseudo-sequence HLA-A25:01. The binding affinity (normalized) is 0.0847. (6) The peptide sequence is VYQRGTHPF. The MHC is HLA-B57:01 with pseudo-sequence HLA-B57:01. The binding affinity (normalized) is 0.0847.